Dataset: Experimentally validated miRNA-target interactions with 360,000+ pairs, plus equal number of negative samples. Task: Binary Classification. Given a miRNA mature sequence and a target amino acid sequence, predict their likelihood of interaction. (1) The miRNA is hsa-miR-6722-3p with sequence UGCAGGGGUCGGGUGGGCCAGG. The protein sequence of the target gene is MATPGFSCLLLSTSEIDLPMKRRV. Result: 1 (interaction). (2) The miRNA is hsa-miR-1181 with sequence CCGUCGCCGCCACCCGAGCCG. The protein sequence of the target gene is MASLVPLKEKKLMEVKLGELPSWIMMRDFTPSGIAGAFRRGYDRYYNKYINVRKGSISGISMVLAAYVVFSYCISYKELKHERRRKYH. Result: 0 (no interaction).